Task: Predict the product of the given reaction.. Dataset: Forward reaction prediction with 1.9M reactions from USPTO patents (1976-2016) (1) Given the reactants [B:10]1([B:10]2[O:14][C:13]([CH3:16])([CH3:15])[C:12]([CH3:18])([CH3:17])[O:11]2)[O:14][C:13]([CH3:16])([CH3:15])[C:12]([CH3:18])([CH3:17])[O:11]1.Br[C:20]1[CH:25]=[CH:24][C:23]([C:26]([OH:35])([C:31]([F:34])([F:33])[F:32])[C:27]([F:30])([F:29])[F:28])=[CH:22][CH:21]=1.C([O-])(=O)C.[K+].O1CCOCC1, predict the reaction product. The product is: [F:28][C:27]([F:29])([F:30])[C:26]([C:23]1[CH:22]=[CH:21][C:20]([B:10]2[O:11][C:12]([CH3:17])([CH3:18])[C:13]([CH3:15])([CH3:16])[O:14]2)=[CH:25][CH:24]=1)([OH:35])[C:31]([F:32])([F:34])[F:33]. (2) Given the reactants [C:1]([OH:9])(=[O:8])[C:2]1[CH:7]=[CH:6][CH:5]=[CH:4][CH:3]=1.C1C(=O)N([I:17])C(=O)C1.F[C:19]([F:25])(F)S(O)(=O)=O, predict the reaction product. The product is: [F:25][C:19]1[CH:3]=[C:2]([CH:7]=[C:6]([I:17])[C:5]=1[CH3:4])[C:1]([OH:9])=[O:8]. (3) Given the reactants [CH3:1][C:2]1[NH:3][C:4]2[N:5]([CH:20]=1)[C:6](=O)[C:7]([C:13]1[CH:18]=[CH:17][CH:16]=[CH:15][CH:14]=1)=[C:8]([CH3:12])[C:9]=2[C:10]#[N:11].P(Cl)(Cl)([Cl:23])=O, predict the reaction product. The product is: [Cl:23][C:6]1[N:5]2[CH:20]=[C:2]([CH3:1])[N:3]=[C:4]2[C:9]([C:10]#[N:11])=[C:8]([CH3:12])[C:7]=1[C:13]1[CH:18]=[CH:17][CH:16]=[CH:15][CH:14]=1. (4) Given the reactants Cl.C(OC([N:9]1[CH2:14][C@@H:13]([CH2:15][CH2:16][C:17]2[CH:22]=[CH:21][CH:20]=[CH:19][C:18]=2[NH:23][C:24](=[O:44])[C@H:25]([CH:31]([C:38]2[CH:43]=[CH:42][CH:41]=[CH:40][CH:39]=2)[C:32]2[CH:37]=[CH:36][CH:35]=[CH:34][CH:33]=2)[NH:26][C:27]([O:29][CH3:30])=[O:28])[O:12][CH2:11][C@H:10]1[C:45]([OH:47])=[O:46])=O)(C)(C)C, predict the reaction product. The product is: [CH3:30][O:29][C:27]([NH:26][C@H:25]([C:24]([NH:23][C:18]1[CH:19]=[CH:20][CH:21]=[CH:22][C:17]=1[CH2:16][CH2:15][C@@H:13]1[CH2:14][NH:9][C@H:10]([C:45]([OH:47])=[O:46])[CH2:11][O:12]1)=[O:44])[CH:31]([C:32]1[CH:33]=[CH:34][CH:35]=[CH:36][CH:37]=1)[C:38]1[CH:43]=[CH:42][CH:41]=[CH:40][CH:39]=1)=[O:28]. (5) Given the reactants [NH2:1][C:2]1[O:6][C:5]([C:7]([OH:12])([CH2:10][CH3:11])[CH2:8][CH3:9])=[N:4][N:3]=1.C(N(CC)C(C)C)(C)C.[C:22](Cl)(=[O:24])[CH3:23], predict the reaction product. The product is: [CH2:8]([C:7]([C:5]1[O:6][C:2]([NH:1][C:22](=[O:24])[CH3:23])=[N:3][N:4]=1)([OH:12])[CH2:10][CH3:11])[CH3:9]. (6) The product is: [F:1][C:2]1[CH:3]=[C:4]([C@H:9]2[CH2:14][C@@H:13]([C:15](=[O:17])[CH2:38][C:37]([O:36][CH2:34][CH3:35])=[O:42])[CH2:12][CH2:11][N:10]2[C:18]([O:20][CH3:21])=[O:19])[CH:5]=[CH:6][C:7]=1[F:8].[F:1][C:2]1[CH:3]=[C:4]([C@H:9]2[CH2:14][C@H:13]([C:39](=[O:41])[CH2:38][C:37]([O:36][CH2:34][CH3:35])=[O:42])[CH2:12][CH2:11][N:10]2[C:18]([O:20][CH3:21])=[O:19])[CH:5]=[CH:6][C:7]=1[F:8]. Given the reactants [F:1][C:2]1[CH:3]=[C:4]([CH:9]2[CH2:14][CH:13]([C:15]([OH:17])=O)[CH2:12][CH2:11][N:10]2[C:18]([O:20][CH3:21])=[O:19])[CH:5]=[CH:6][C:7]=1[F:8].N1(C(N2C=CN=C2)=O)C=CN=C1.[CH2:34]([O:36][C:37](=[O:42])[CH2:38][C:39]([OH:41])=O)[CH3:35].[K].[Cl-].[Mg+2].[Cl-].Cl, predict the reaction product. (7) Given the reactants [Cl:1][C:2]1[NH:6][C:5]2[CH:7]=[CH:8][CH:9]=[CH:10][C:4]=2[N:3]=1.[OH-].[Na+].[Cl:13][CH2:14][CH2:15][CH2:16][CH2:17][CH2:18]Br, predict the reaction product. The product is: [Cl:13][CH2:14][CH2:15][CH2:16][CH2:17][CH2:18][N:3]1[C:4]2[CH:10]=[CH:9][CH:8]=[CH:7][C:5]=2[N:6]=[C:2]1[Cl:1]. (8) Given the reactants [N:1]1[C:14]2[C:5](=[CH:6][CH:7]=[C:8]3[C:13]=2[CH:12]=[CH:11][NH:10][C:9]3=[O:15])[CH:4]=[CH:3][CH:2]=1.[CH3:16][CH2:17][OH:18], predict the reaction product. The product is: [OH:18][C@H:17]1[CH2:12][CH2:13][CH2:8][CH2:7][C@@H:16]1[N:10]1[CH:11]=[CH:12][C:13]2[C:8](=[CH:7][C:6]([CH2:6][C:5]3[CH:14]=[N:1][CH:2]=[CH:3][CH:4]=3)=[C:5]3[C:14]=2[N:1]=[CH:2][CH:3]=[CH:4]3)[C:9]1=[O:15]. (9) The product is: [CH3:5][NH:6][C:10]([C:12]1[N:13]=[CH:14][N:15]2[C:20]3[CH:21]=[CH:22][CH:23]=[C:24]([CH2:25][CH2:26][N:27]4[CH2:32][CH2:31][N:30]([C:33]5[CH:42]=[CH:41][CH:40]=[C:39]6[C:34]=5[CH:35]=[CH:36][C:37]([C:43]([F:45])([F:46])[F:44])=[N:38]6)[CH2:29][CH2:28]4)[C:19]=3[O:18][CH2:17][C:16]=12)=[O:9]. Given the reactants C[Al](C)C.[CH3:5][NH2:6].C([O:9][C:10]([C:12]1[N:13]=[CH:14][N:15]2[C:20]3[CH:21]=[CH:22][CH:23]=[C:24]([CH2:25][CH2:26][N:27]4[CH2:32][CH2:31][N:30]([C:33]5[CH:42]=[CH:41][CH:40]=[C:39]6[C:34]=5[CH:35]=[CH:36][C:37]([C:43]([F:46])([F:45])[F:44])=[N:38]6)[CH2:29][CH2:28]4)[C:19]=3[O:18][CH2:17][C:16]=12)=O)C.O, predict the reaction product. (10) Given the reactants [N:1]1([C@:4]23[CH2:40][CH2:39][C@@H:38]([C:41]([CH3:43])=[CH2:42])[C@@H:5]2[C@@H:6]2[C@@:19]([CH3:22])([CH2:20][CH2:21]3)[C@@:18]3([CH3:23])[C@@H:9]([C@:10]4([CH3:37])[C@@H:15]([CH2:16][CH2:17]3)[C:14]([CH3:25])([CH3:24])[C:13]([C:26]3[CH2:31][CH2:30][CH:29]([C:32]([O:34][CH2:35][CH3:36])=[O:33])[CH2:28][CH:27]=3)=[CH:12][CH2:11]4)[CH2:8][CH2:7]2)[CH2:3][CH2:2]1.[CH3:44][S:45]([N:48]1[CH2:53][CH2:52][NH:51][CH2:50][CH2:49]1)(=[O:47])=[O:46].CCN(C(C)C)C(C)C, predict the reaction product. The product is: [CH3:22][C@:19]12[C@@:18]3([CH3:23])[C@@H:9]([C@:10]4([CH3:37])[C@@H:15]([CH2:16][CH2:17]3)[C:14]([CH3:24])([CH3:25])[C:13]([C:26]3[CH2:31][CH2:30][CH:29]([C:32]([O:34][CH2:35][CH3:36])=[O:33])[CH2:28][CH:27]=3)=[CH:12][CH2:11]4)[CH2:8][CH2:7][C@@H:6]1[C@H:5]1[C@H:38]([C:41]([CH3:43])=[CH2:42])[CH2:39][CH2:40][C@:4]1([NH:1][CH2:2][CH2:3][N:51]1[CH2:52][CH2:53][N:48]([S:45]([CH3:44])(=[O:47])=[O:46])[CH2:49][CH2:50]1)[CH2:21][CH2:20]2.